Task: Regression. Given a peptide amino acid sequence and an MHC pseudo amino acid sequence, predict their binding affinity value. This is MHC class II binding data.. Dataset: Peptide-MHC class II binding affinity with 134,281 pairs from IEDB The peptide sequence is PLSWSKEIYNYMEPY. The MHC is HLA-DPA10201-DPB10101 with pseudo-sequence HLA-DPA10201-DPB10101. The binding affinity (normalized) is 0.367.